Dataset: Peptide-MHC class I binding affinity with 185,985 pairs from IEDB/IMGT. Task: Regression. Given a peptide amino acid sequence and an MHC pseudo amino acid sequence, predict their binding affinity value. This is MHC class I binding data. The peptide sequence is STCYVFGLY. The MHC is HLA-B35:01 with pseudo-sequence HLA-B35:01. The binding affinity (normalized) is 0.0248.